Predict the product of the given reaction. From a dataset of Forward reaction prediction with 1.9M reactions from USPTO patents (1976-2016). (1) Given the reactants F[C:2]1[CH:9]=[CH:8][C:5]([C:6]#[N:7])=[CH:4][CH:3]=1.[CH3:10][N:11]1[CH2:16][CH2:15][NH:14][CH2:13][CH2:12]1, predict the reaction product. The product is: [CH3:10][N:11]1[CH2:16][CH2:15][N:14]([C:2]2[CH:9]=[CH:8][C:5]([C:6]#[N:7])=[CH:4][CH:3]=2)[CH2:13][CH2:12]1. (2) Given the reactants COC(=O)N[C@@H](C(C)C)C(N1[C@H](C2NC(C3C=CC(C4C=CC5C(=CC=C(C6NC([C@@H]7CCCN7[C:48](=[O:61])[C@H:49]([NH:56][C:57]([O:59][CH3:60])=[O:58])[C:50]7[CH:55]=[CH:54][CH:53]=[CH:52][CH:51]=7)=NC=6)C=5)C=4)=CC=3)=CN=2)CC2(OCCO2)C1)=O.Cl.Cl.Cl.[F:69][C:70]1([F:121])[C:82]2[CH:81]=[C:80]([C:83]3[NH:87][C:86]([C@@H:88]4[CH2:92][CH2:91][CH2:90][N:89]4[C:93](=[O:106])[C@@H:94]([NH:101][C:102](=[O:105])[O:103][CH3:104])[CH:95]4[CH2:100][CH2:99][O:98][CH2:97][CH2:96]4)=[N:85][CH:84]=3)[CH:79]=[CH:78][C:77]=2[C:76]2[C:71]1=[CH:72][C:73]([C:107]1[CH:108]=[CH:109][C:110]3[N:114]=[C:113]([C@@H:115]4[CH2:119][CH2:118][CH2:117][NH:116]4)[NH:112][C:111]=3[CH:120]=1)=[CH:74][CH:75]=2, predict the reaction product. The product is: [CH3:60][O:59][C:57](=[O:58])[NH:56][C@H:49]([C:50]1[CH:55]=[CH:54][CH:53]=[CH:52][CH:51]=1)[C:48]([N:116]1[CH2:117][CH2:118][CH2:119][C@H:115]1[C:113]1[NH:112][C:111]2[CH:120]=[C:107]([C:73]3[CH:74]=[CH:75][C:76]4[C:77]5[C:82](=[CH:81][C:80]([C:83]6[NH:87][C:86]([C@@H:88]7[CH2:92][CH2:91][CH2:90][N:89]7[C:93](=[O:106])[C@@H:94]([NH:101][C:102]([O:103][CH3:104])=[O:105])[CH:95]7[CH2:100][CH2:99][O:98][CH2:97][CH2:96]7)=[N:85][CH:84]=6)=[CH:79][CH:78]=5)[C:70]([F:69])([F:121])[C:71]=4[CH:72]=3)[CH:108]=[CH:109][C:110]=2[N:114]=1)=[O:61].